This data is from Blood-brain barrier permeability classification from the B3DB database. The task is: Regression/Classification. Given a drug SMILES string, predict its absorption, distribution, metabolism, or excretion properties. Task type varies by dataset: regression for continuous measurements (e.g., permeability, clearance, half-life) or binary classification for categorical outcomes (e.g., BBB penetration, CYP inhibition). Dataset: b3db_classification. (1) The compound is CCC[C@]1(c2cccc(O)c2)CCN(C)C[C@@H]1C. The result is 1 (penetrates BBB). (2) The compound is OCCOCCOCCN1CCN(C(c2ccccc2)c2ccc(Cl)cc2)CC1. The result is 1 (penetrates BBB). (3) The drug is Cc1cccc(Cl)c1NC(=O)C=C1SCC(=O)N1C. The result is 1 (penetrates BBB). (4) The molecule is N#Cc1ccc(C(c2ccc(C#N)cc2)n2cncn2)cc1. The result is 0 (does not penetrate BBB). (5) The compound is O=C(OCC(O)CO)c1ccccc1Nc1ccnc2c(C(F)(F)F)cccc12. The result is 0 (does not penetrate BBB). (6) The molecule is O=C(Nc1ccc(OC2CCCC2)cc1)c1cc2c(ccc3ccccc32)o1. The result is 1 (penetrates BBB). (7) The compound is COc1cc(OC)c(OC)cc1/C=C1/Oc2c(ccc3c2[C@@H](c2cc(OC)c(OC(C)=O)c(OC)c2)CC(=O)O3)C1=O. The result is 1 (penetrates BBB).